Dataset: Full USPTO retrosynthesis dataset with 1.9M reactions from patents (1976-2016). Task: Predict the reactants needed to synthesize the given product. (1) Given the product [O:26]=[C:23]1[N:22]([CH2:27][CH2:28][CH2:29][O:30][C:31](=[O:35])[C:32]([CH3:34])=[CH2:33])[C:21](=[O:20])[CH:25]2[CH:24]1[C:2]1([CH2:6][O:7][CH2:8][CH2:9][CH2:10][CH2:11][CH2:12][CH2:13][CH2:14][CH2:15][CH2:16][CH2:17][CH2:18][OH:19])[O:1][CH:5]2[CH:4]=[CH:3]1, predict the reactants needed to synthesize it. The reactants are: [O:1]1[CH:5]=[CH:4][CH:3]=[C:2]1[CH2:6][O:7][CH2:8][CH2:9][CH2:10][CH2:11][CH2:12][CH2:13][CH2:14][CH2:15][CH2:16][CH2:17][CH2:18][OH:19].[O:20]=[C:21]1[CH:25]=[CH:24][C:23](=[O:26])[N:22]1[CH2:27][CH2:28][CH2:29][O:30][C:31](=[O:35])[C:32]([CH3:34])=[CH2:33]. (2) Given the product [Cl:1][C:2]1[C:3]2[N:4]([CH:20]=[CH:21][N:22]=2)[CH:5]=[C:6]([C:17]([N:73]2[CH2:74][C:71]([CH:69]([N+:66]([O-:68])=[O:67])[CH3:70])([OH:75])[CH2:72]2)=[O:19])[C:7]=1[NH:8][C:9]1[CH:14]=[CH:13][C:12]([I:15])=[CH:11][C:10]=1[F:16], predict the reactants needed to synthesize it. The reactants are: [Cl:1][C:2]1[C:3]2[N:4]([CH:20]=[CH:21][N:22]=2)[CH:5]=[C:6]([C:17]([OH:19])=O)[C:7]=1[NH:8][C:9]1[CH:14]=[CH:13][C:12]([I:15])=[CH:11][C:10]=1[F:16].C(N(CC)C(C)C)(C)C.C1CN([P+](ON2N=NC3C=CC=CC2=3)(N2CCCC2)N2CCCC2)CC1.F[P-](F)(F)(F)(F)F.Cl.[N+:66]([CH:69]([C:71]1([OH:75])[CH2:74][NH:73][CH2:72]1)[CH3:70])([O-:68])=[O:67]. (3) Given the product [CH2:22]([O:29][C:30](=[O:31])[N:32]([CH2:34][C:35](=[O:36])[NH:21][CH2:20][C:16]1[C:17]2[C:12](=[CH:11][C:10]([S:7]([C:1]3[CH:2]=[CH:3][CH:4]=[CH:5][CH:6]=3)(=[O:9])=[O:8])=[CH:19][CH:18]=2)[CH:13]=[CH:14][CH:15]=1)[CH3:33])[C:23]1[CH:28]=[CH:27][CH:26]=[CH:25][CH:24]=1, predict the reactants needed to synthesize it. The reactants are: [C:1]1([S:7]([C:10]2[CH:11]=[C:12]3[C:17](=[CH:18][CH:19]=2)[C:16]([CH2:20][NH2:21])=[CH:15][CH:14]=[CH:13]3)(=[O:9])=[O:8])[CH:6]=[CH:5][CH:4]=[CH:3][CH:2]=1.[CH2:22]([O:29][C:30]([N:32]([CH2:34][C:35](O)=[O:36])[CH3:33])=[O:31])[C:23]1[CH:28]=[CH:27][CH:26]=[CH:25][CH:24]=1.ON1C2C=CC=CC=2N=N1.CC[N+](CCCN(C)C)=C=N. (4) Given the product [NH2:3][C:12]1[N:13]=[N:14][N:15]([CH2:17][CH2:18][CH2:19][CH2:20][N:21]2[CH:25]=[C:24]([C:26]([NH:28][CH2:29][C:30]3[CH:35]=[CH:34][CH:33]=[C:32]([O:36][C:37]([F:38])([F:40])[F:39])[CH:31]=3)=[O:27])[N:23]=[N:22]2)[CH:16]=1, predict the reactants needed to synthesize it. The reactants are: O=C1C2C(=CC=CC=2)C(=O)[N:3]1[C:12]1[N:13]=[N:14][N:15]([CH2:17][CH2:18][CH2:19][CH2:20][N:21]2[CH:25]=[C:24]([C:26]([NH:28][CH2:29][C:30]3[CH:35]=[CH:34][CH:33]=[C:32]([O:36][C:37]([F:40])([F:39])[F:38])[CH:31]=3)=[O:27])[N:23]=[N:22]2)[CH:16]=1.O.NN. (5) Given the product [CH2:24]([N:1]1[CH2:2][CH2:3][CH:4]([N:7]2[CH:11]=[C:10]([O:12][C:13]3[N:14]=[C:15]([OH:23])[C:16]4[CH:22]=[CH:21][N:20]=[CH:19][C:17]=4[N:18]=3)[CH:9]=[N:8]2)[CH2:5][CH2:6]1)[C:25]1[CH:30]=[CH:29][CH:28]=[CH:27][CH:26]=1, predict the reactants needed to synthesize it. The reactants are: [NH:1]1[CH2:6][CH2:5][CH:4]([N:7]2[CH:11]=[C:10]([O:12][C:13]3[N:14]=[C:15]([OH:23])[C:16]4[CH:22]=[CH:21][N:20]=[CH:19][C:17]=4[N:18]=3)[CH:9]=[N:8]2)[CH2:3][CH2:2]1.[CH:24](=O)[C:25]1[CH:30]=[CH:29][CH:28]=[CH:27][CH:26]=1. (6) Given the product [Cl:1][C:2]1[CH:7]=[CH:6][N:5]=[C:4]2[C:8]([C:31](=[O:49])[NH:20][C@@H:21]3[CH2:26][CH2:25][O:24][CH2:23][C@H:22]3[OH:27])=[CH:9][N:10]([C:11]([O:13][C:14]([CH3:17])([CH3:16])[CH3:15])=[O:12])[C:3]=12, predict the reactants needed to synthesize it. The reactants are: [Cl:1][C:2]1[CH:7]=[CH:6][N:5]=[C:4]2[C:8](I)=[CH:9][N:10]([C:11]([O:13][C:14]([CH3:17])([CH3:16])[CH3:15])=[O:12])[C:3]=12.Cl.[NH2:20][C@@H:21]1[CH2:26][CH2:25][O:24][CH2:23][C@H:22]1[OH:27].CC1(C)C2C(=C(P(C3C=CC=CC=3)C3C=CC=CC=3)C=CC=2)[O:49][C:31]2C(P(C3C=CC=CC=3)C3C=CC=CC=3)=CC=CC1=2.